From a dataset of Catalyst prediction with 721,799 reactions and 888 catalyst types from USPTO. Predict which catalyst facilitates the given reaction. (1) Reactant: [Cl:1][C:2]1[CH:7]=[CH:6][C:5]([O:8][CH:9]([C:14]2[CH:19]=[CH:18][C:17]([Cl:20])=[CH:16][CH:15]=2)[CH2:10][N:11]=[N+]=[N-])=[CH:4][CH:3]=1.CP(C)C.O.[OH-].[Li+]. Product: [Cl:1][C:2]1[CH:7]=[CH:6][C:5]([O:8][CH:9]([C:14]2[CH:15]=[CH:16][C:17]([Cl:20])=[CH:18][CH:19]=2)[CH2:10][NH2:11])=[CH:4][CH:3]=1. The catalyst class is: 6. (2) Reactant: [C:1]([C:5]1[CH:6]=[C:7]([C:15]2[N:19]([C:20]3[CH:25]=[CH:24][C:23]([S:26]([CH3:29])(=[O:28])=[O:27])=[CH:22][CH:21]=3)[N:18]=[C:17]([C:30]3[CH:39]=[CH:38][C:33]([C:34]([O:36]C)=[O:35])=[CH:32][CH:31]=3)[CH:16]=2)[CH:8]=[C:9]([C:11]([CH3:14])([CH3:13])[CH3:12])[CH:10]=1)([CH3:4])([CH3:3])[CH3:2].[OH-].[Na+].O.Cl. Product: [C:1]([C:5]1[CH:6]=[C:7]([C:15]2[N:19]([C:20]3[CH:25]=[CH:24][C:23]([S:26]([CH3:29])(=[O:28])=[O:27])=[CH:22][CH:21]=3)[N:18]=[C:17]([C:30]3[CH:39]=[CH:38][C:33]([C:34]([OH:36])=[O:35])=[CH:32][CH:31]=3)[CH:16]=2)[CH:8]=[C:9]([C:11]([CH3:14])([CH3:13])[CH3:12])[CH:10]=1)([CH3:2])([CH3:3])[CH3:4]. The catalyst class is: 353. (3) Reactant: [CH2:1]([C:3]1[CH:8]=[C:7]([CH2:9][CH3:10])[CH:6]=[C:5]([CH2:11][CH3:12])[CH:4]=1)[CH3:2].C=O.[BrH:15].O.[C:17](O)(=O)C. Product: [CH2:11]([C:5]1[CH:6]=[C:7]([CH2:9][CH3:10])[CH:8]=[C:3]([CH2:1][CH3:2])[C:4]=1[CH2:17][Br:15])[CH3:12]. The catalyst class is: 11. (4) Reactant: C([O:8][C:9]1[CH:14]=[CH:13][C:12]([CH2:15][CH2:16][N:17]([N:26]2[CH:30]=[N:29][N:28]=[CH:27]2)[C:18]2[CH:25]=[CH:24][C:21]([C:22]#[N:23])=[CH:20][CH:19]=2)=[CH:11][CH:10]=1)C1C=CC=CC=1.C(O)C.C(OCC)(=O)C. Product: [OH:8][C:9]1[CH:14]=[CH:13][C:12]([CH2:15][CH2:16][N:17]([N:26]2[CH:27]=[N:28][N:29]=[CH:30]2)[C:18]2[CH:25]=[CH:24][C:21]([C:22]#[N:23])=[CH:20][CH:19]=2)=[CH:11][CH:10]=1. The catalyst class is: 123. (5) Reactant: [NH2:1][C:2]1[N:7]=[CH:6][C:5]([O:8][C:9]2[CH:10]=[C:11]([NH:15][C:16](=[O:28])[C:17]3[CH:22]=[CH:21][CH:20]=[C:19]([C:23]([C:26]#[N:27])([CH3:25])[CH3:24])[CH:18]=3)[CH:12]=[CH:13][CH:14]=2)=[CH:4][CH:3]=1.[C:29]([N:34]=[C:35]=[S:36])(=[O:33])[O:30][CH2:31][CH3:32].O. Product: [C:26]([C:23]([C:19]1[CH:18]=[C:17]([C:16]([NH:15][C:11]2[CH:10]=[C:9]([CH:14]=[CH:13][CH:12]=2)[O:8][C:5]2[CH:4]=[CH:3][C:2]([NH:1][C:35]([NH:34][C:29](=[O:33])[O:30][CH2:31][CH3:32])=[S:36])=[N:7][CH:6]=2)=[O:28])[CH:22]=[CH:21][CH:20]=1)([CH3:24])[CH3:25])#[N:27]. The catalyst class is: 16.